Dataset: Forward reaction prediction with 1.9M reactions from USPTO patents (1976-2016). Task: Predict the product of the given reaction. (1) Given the reactants [O-2].[Ca+2:2].[OH-].[Ca+2].[OH-].[C:6](=[O:9])([OH:8])[O-:7], predict the reaction product. The product is: [C:6](=[O:7])([OH:9])[O-:8].[Ca+2:2].[C:6](=[O:7])([OH:9])[O-:8]. (2) Given the reactants Br[CH2:2][C:3]#[N:4].Cl[C:6]1[CH:7]=[CH:8][C:9]2[CH2:10][NH:11][CH2:12][C@@H:13]([C:17]3[CH:22]=[CH:21][CH:20]=[CH:19][CH:18]=3)[O:14][C:15]=2[N:16]=1.[CH3:23][O:24][C:25]1[CH:26]=[C:27]([CH:29]=[CH:30][C:31]=1[N:32]1[CH:36]=[C:35]([CH3:37])[N:34]=[CH:33]1)[NH2:28].C(=O)([O-])[O-].[Cs+].[Cs+], predict the reaction product. The product is: [CH3:23][O:24][C:25]1[CH:26]=[C:27]([NH:28][C:6]2[CH:7]=[CH:8][C:9]3[CH2:10][N:11]([CH2:2][C:3]#[N:4])[CH2:12][C@@H:13]([C:17]4[CH:22]=[CH:21][CH:20]=[CH:19][CH:18]=4)[O:14][C:15]=3[N:16]=2)[CH:29]=[CH:30][C:31]=1[N:32]1[CH:36]=[C:35]([CH3:37])[N:34]=[CH:33]1. (3) Given the reactants [C:1]([O:5][C:6](=[O:19])[NH:7][C@@H:8]([C@@H:16]1[CH2:18][O:17]1)[CH2:9][C:10]1[CH:15]=[CH:14][CH:13]=[CH:12][CH:11]=1)([CH3:4])([CH3:3])[CH3:2].[CH3:20][NH2:21], predict the reaction product. The product is: [C:1]([O:5][C:6](=[O:19])[NH:7][C@H:8]([CH2:9][C:10]1[CH:15]=[CH:14][CH:13]=[CH:12][CH:11]=1)[C@@H:16]([OH:17])[CH2:18][NH:21][CH3:20])([CH3:4])([CH3:3])[CH3:2]. (4) Given the reactants [C:9](O[C:9]([O:11][C:12]([CH3:15])([CH3:14])[CH3:13])=[O:10])([O:11][C:12]([CH3:15])([CH3:14])[CH3:13])=[O:10].[Br:16][C:17]1[CH:22]=[CH:21][C:20]([CH2:23][CH2:24][NH2:25])=[CH:19][CH:18]=1, predict the reaction product. The product is: [Br:16][C:17]1[CH:22]=[CH:21][C:20]([CH2:23][CH2:24][NH:25][C:9](=[O:10])[O:11][C:12]([CH3:13])([CH3:14])[CH3:15])=[CH:19][CH:18]=1.